Task: Predict which catalyst facilitates the given reaction.. Dataset: Catalyst prediction with 721,799 reactions and 888 catalyst types from USPTO (1) The catalyst class is: 8. Product: [CH:26]([N:25]([CH2:24][C:23]1[CH:32]=[CH:33][C:20]([C:17]2[N:16]=[C:15]([C:11]3[CH:12]=[C:13]([CH3:14])[N:9]([CH2:8][C:5]4[CH:4]=[CH:3][C:2]([NH:35][CH3:34])=[N:7][CH:6]=4)[N:10]=3)[O:19][N:18]=2)=[CH:21][CH:22]=1)[CH:29]([CH3:31])[CH3:30])([CH3:28])[CH3:27]. Reactant: Cl[C:2]1[N:7]=[CH:6][C:5]([CH2:8][N:9]2[C:13]([CH3:14])=[CH:12][C:11]([C:15]3[O:19][N:18]=[C:17]([C:20]4[CH:33]=[CH:32][C:23]([CH2:24][N:25]([CH:29]([CH3:31])[CH3:30])[CH:26]([CH3:28])[CH3:27])=[CH:22][CH:21]=4)[N:16]=3)=[N:10]2)=[CH:4][CH:3]=1.[CH3:34][NH2:35]. (2) Reactant: [Cl:1][C:2]1[CH:17]=[C:16]([NH:18][C:19]2[C:20]3[N:27]([CH2:28][CH2:29][OH:30])[CH:26]=[CH:25][C:21]=3[N:22]=[CH:23][N:24]=2)[CH:15]=[CH:14][C:3]=1[O:4][C:5]1[CH:6]=[C:7]([CH:11]=[CH:12][CH:13]=1)[C:8](O)=[O:9].[CH3:31][C:32]([NH2:41])([CH3:40])[CH2:33][N:34]1[CH2:39][CH2:38][O:37][CH2:36][CH2:35]1.[ClH:42].C(N=C=NCCCN(C)C)C.ON1C2C=CC=CC=2N=N1. Product: [ClH:1].[ClH:42].[Cl:1][C:2]1[CH:17]=[C:16]([NH:18][C:19]2[C:20]3[N:27]([CH2:28][CH2:29][OH:30])[CH:26]=[CH:25][C:21]=3[N:22]=[CH:23][N:24]=2)[CH:15]=[CH:14][C:3]=1[O:4][C:5]1[CH:6]=[C:7]([CH:11]=[CH:12][CH:13]=1)[C:8]([NH:41][C:32]([CH3:40])([CH3:31])[CH2:33][N:34]1[CH2:35][CH2:36][O:37][CH2:38][CH2:39]1)=[O:9]. The catalyst class is: 9.